Dataset: Reaction yield outcomes from USPTO patents with 853,638 reactions. Task: Predict the reaction yield, written as a fraction of the theoretical maximum amount of product (1.0 means a 100% yield; for example, 0.34 means a 34% yield). (1) The reactants are [C:1](#[N:9])[CH2:2][CH2:3][CH2:4][CH2:5][CH2:6][CH2:7][CH3:8].[NH2:10][OH:11].O. The catalyst is CCO. The product is [OH:11][N:10]=[C:1]([NH2:9])[CH2:2][CH2:3][CH2:4][CH2:5][CH2:6][CH2:7][CH3:8]. The yield is 0.746. (2) The reactants are O[CH2:2][C:3]1[C:11]2[C:6](=[N:7][CH:8]=[CH:9][CH:10]=2)[N:5]([C:12]([O:14][C:15]([CH3:18])([CH3:17])[CH3:16])=[O:13])[CH:4]=1.C1(P(C2C=CC=CC=2)C2C=CC=CC=2)C=CC=CC=1.C(Cl)(Cl)(Cl)[Cl:39]. The catalyst is CN(C=O)C. The product is [Cl:39][CH2:2][C:3]1[C:11]2[C:6](=[N:7][CH:8]=[CH:9][CH:10]=2)[N:5]([C:12]([O:14][C:15]([CH3:18])([CH3:17])[CH3:16])=[O:13])[CH:4]=1. The yield is 0.0860. (3) The reactants are [NH2:1][CH2:2][CH2:3][NH:4][C:5](=[O:14])[O:6][CH2:7][C:8]1[CH:13]=[CH:12][CH:11]=[CH:10][CH:9]=1.N1C=CN=C1.[C:20](O)(=[O:28])[C:21]1[C:22](=[CH:24][CH:25]=[CH:26][CH:27]=1)[OH:23].C1CCC(N=C=NC2CCCCC2)CC1. The catalyst is C(OCC)(=O)C. The product is [OH:23][C:22]1[CH:24]=[CH:25][CH:26]=[CH:27][C:21]=1[C:20]([NH:1][CH2:2][CH2:3][NH:4][C:5](=[O:14])[O:6][CH2:7][C:8]1[CH:9]=[CH:10][CH:11]=[CH:12][CH:13]=1)=[O:28]. The yield is 0.660. (4) The reactants are Cl[C:2]([O:4][CH2:5][C:6]1[CH:11]=[CH:10][CH:9]=[CH:8][CH:7]=1)=[O:3].[CH3:12][O:13][C:14](=[O:24])[C@@H:15]([NH:17][CH2:18][CH:19]([O:22][CH3:23])[O:20][CH3:21])[CH3:16].C(=O)([O-])O.[Na+]. The catalyst is CC(C)=O.O. The product is [CH3:12][O:13][C:14](=[O:24])[C@@H:15]([N:17]([C:2]([O:4][CH2:5][C:6]1[CH:11]=[CH:10][CH:9]=[CH:8][CH:7]=1)=[O:3])[CH2:18][CH:19]([O:22][CH3:23])[O:20][CH3:21])[CH3:16]. The yield is 0.720. (5) The reactants are [C:1]([C:4]1[CH:5]=[C:6](Br)[S:7][CH:8]=1)(=[O:3])[CH3:2].[C:10]1(B(O)O)[CH:15]=[CH:14][CH:13]=[CH:12][CH:11]=1.C([O-])([O-])=O.[K+].[K+].O. The catalyst is CN(C=O)C.C1C=CC([P]([Pd]([P](C2C=CC=CC=2)(C2C=CC=CC=2)C2C=CC=CC=2)([P](C2C=CC=CC=2)(C2C=CC=CC=2)C2C=CC=CC=2)[P](C2C=CC=CC=2)(C2C=CC=CC=2)C2C=CC=CC=2)(C2C=CC=CC=2)C2C=CC=CC=2)=CC=1. The product is [C:10]1([C:6]2[S:7][CH:8]=[C:4]([C:1](=[O:3])[CH3:2])[CH:5]=2)[CH:15]=[CH:14][CH:13]=[CH:12][CH:11]=1. The yield is 0.253. (6) The yield is 0.900. The reactants are [NH2:1][C:2]1[C:3]([C:16]([O-:18])=[O:17])=[N:4][C:5]([C:9]2[CH:14]=[CH:13][CH:12]=[CH:11][C:10]=2[F:15])=[C:6]([F:8])[CH:7]=1.[Li+].[OH-]. No catalyst specified. The product is [NH2:1][C:2]1[C:3]([C:16]([OH:18])=[O:17])=[N:4][C:5]([C:9]2[CH:14]=[CH:13][CH:12]=[CH:11][C:10]=2[F:15])=[C:6]([F:8])[CH:7]=1.